This data is from Reaction yield outcomes from USPTO patents with 853,638 reactions. The task is: Predict the reaction yield, written as a fraction of the theoretical maximum amount of product (1.0 means a 100% yield; for example, 0.34 means a 34% yield). (1) The reactants are [C:1]([Si:5]([CH3:18])([CH3:17])[O:6][CH2:7][C:8]([CH3:16])([CH3:15])[CH2:9]OS(C)(=O)=O)([CH3:4])([CH3:3])[CH3:2].[C-:19]#[N:20].[K+].O. The catalyst is CS(C)=O. The product is [C:1]([Si:5]([CH3:18])([CH3:17])[O:6][CH2:7][C:8]([CH3:16])([CH3:15])[CH2:9][C:19]#[N:20])([CH3:4])([CH3:3])[CH3:2]. The yield is 0.570. (2) The catalyst is C1COCC1.C(=O)(O)[O-]. The reactants are [Br:1][C:2]1[CH:3]=[C:4]2[C:9](=[CH:10][CH:11]=1)[O:8][C:7]([CH2:12]Br)=[C:6]([C:14]1[CH:19]=[CH:18][CH:17]=[CH:16][CH:15]=1)[C:5]2=[O:20].[NH:21]1[CH2:26][CH2:25][O:24][CH2:23][CH2:22]1. The product is [Br:1][C:2]1[CH:3]=[C:4]2[C:9](=[CH:10][CH:11]=1)[O:8][C:7]([CH2:12][N:21]1[CH2:26][CH2:25][O:24][CH2:23][CH2:22]1)=[C:6]([C:14]1[CH:19]=[CH:18][CH:17]=[CH:16][CH:15]=1)[C:5]2=[O:20]. The yield is 0.790. (3) The reactants are [C:1]([C:3]1[CH:11]=[CH:10][C:6]([C:7](Cl)=[O:8])=[CH:5][CH:4]=1)#[N:2].[NH2:12][C:13]1[CH:17]=[CH:16][S:15][C:14]=1[C:18]([O:20][CH3:21])=[O:19].C(N(CC)CC)C. The catalyst is ClCCl. The product is [C:1]([C:3]1[CH:11]=[CH:10][C:6]([C:7]([NH:12][C:13]2[CH:17]=[CH:16][S:15][C:14]=2[C:18]([O:20][CH3:21])=[O:19])=[O:8])=[CH:5][CH:4]=1)#[N:2]. The yield is 0.910. (4) The yield is 1.00. The reactants are C(OC([N:11]1[CH2:16][CH2:15][CH:14]([CH:17]2[O:21][CH2:20][CH2:19][O:18]2)[CH2:13][CH2:12]1)=O)C1C=CC=CC=1. The product is [O:18]1[CH2:19][CH2:20][O:21][CH:17]1[CH:14]1[CH2:15][CH2:16][NH:11][CH2:12][CH2:13]1. The catalyst is CO.[Pd]. (5) The reactants are [OH:1][CH:2]([C:11]1[CH:20]=[CH:19][C:18]2[C:13](=[CH:14][CH:15]=[CH:16][CH:17]=2)[C:12]=1[N+:21]([O-:23])=[O:22])[C:3]1[CH:4]=[C:5]([CH:8]=[CH:9][CH:10]=1)[C:6]#[N:7].[Cr](O[Cr]([O-])(=O)=O)([O-])(=O)=O.[NH+]1C=CC=CC=1.[NH+]1C=CC=CC=1. The catalyst is ClCCl. The product is [N+:21]([C:12]1[C:13]2[C:18](=[CH:17][CH:16]=[CH:15][CH:14]=2)[CH:19]=[CH:20][C:11]=1[C:2]([C:3]1[CH:4]=[C:5]([CH:8]=[CH:9][CH:10]=1)[C:6]#[N:7])=[O:1])([O-:23])=[O:22]. The yield is 0.860. (6) The reactants are [F:1][C:2]1[CH:15]=[C:14]([CH2:16][CH2:17][N+:18]([O-:20])=O)[CH:13]=[CH:12][C:3]=1[O:4][CH2:5][C:6]1[CH:11]=[CH:10][CH:9]=[CH:8][N:7]=1.C[O-].[Li+].C(=O)(O)[O-].[Na+].[C:29]([C:31]1[C:32]([NH2:38])=[N:33][C:34]([NH2:37])=[CH:35][CH:36]=1)#[CH:30].C(N(CC)CC)C. The catalyst is [Ti](Cl)(Cl)(Cl)Cl.O.O1CCCC1.C(OCC)(=O)C.CO. The product is [F:1][C:2]1[CH:15]=[C:14]([CH:13]=[CH:12][C:3]=1[O:4][CH2:5][C:6]1[CH:11]=[CH:10][CH:9]=[CH:8][N:7]=1)[CH2:16][C:17]1[CH:30]=[C:29]([C:31]2[C:32]([NH2:38])=[N:33][C:34]([NH2:37])=[CH:35][CH:36]=2)[O:20][N:18]=1. The yield is 0.397. (7) The reactants are [CH2:1]([N:3]([CH2:19]/[CH:20]=[CH:21]\[CH2:22][OH:23])[C:4](=[O:18])[CH:5]([C:12]1[CH:17]=[CH:16][CH:15]=[CH:14][CH:13]=1)[C:6]1[CH:11]=[CH:10][CH:9]=[CH:8][CH:7]=1)[CH3:2].[NH4+].[Cl-].Cl[C:27]([O:29][CH3:30])=[O:28]. The catalyst is CN(C1C=CN=CC=1)C.C(Cl)Cl. The product is [C:27](=[O:28])([O:29][CH3:30])[O:23][CH2:22]/[CH:21]=[CH:20]\[CH2:19][N:3]([CH2:1][CH3:2])[C:4](=[O:18])[CH:5]([C:12]1[CH:17]=[CH:16][CH:15]=[CH:14][CH:13]=1)[C:6]1[CH:11]=[CH:10][CH:9]=[CH:8][CH:7]=1. The yield is 0.540.